Dataset: Reaction yield outcomes from USPTO patents with 853,638 reactions. Task: Predict the reaction yield, written as a fraction of the theoretical maximum amount of product (1.0 means a 100% yield; for example, 0.34 means a 34% yield). (1) The reactants are C([O:5][C:6](=[O:32])[C@@H:7]([O:9][C:10]1[N:31]=[CH:30][C:13]2[C:14]3[N:18]([CH2:19][CH2:20][O:21][C:12]=2[CH:11]=1)[CH:17]=[C:16]([C:22]1[N:23]([CH:27]([CH3:29])[CH3:28])[N:24]=[CH:25][N:26]=1)[N:15]=3)[CH3:8])(C)(C)C. The catalyst is Cl.O1CCOCC1. The product is [CH:27]([N:23]1[C:22]([C:16]2[N:15]=[C:14]3[N:18]([CH2:19][CH2:20][O:21][C:12]4[CH:11]=[C:10]([O:9][C@@H:7]([CH3:8])[C:6]([OH:32])=[O:5])[N:31]=[CH:30][C:13]=43)[CH:17]=2)=[N:26][CH:25]=[N:24]1)([CH3:29])[CH3:28]. The yield is 0.660. (2) The reactants are [CH2:1]([N:7]1[CH2:12][CH:11]2[CH:9]([C:10]2([C:14]2[CH:15]=[C:16]([NH2:20])[CH:17]=[CH:18][CH:19]=2)[CH3:13])[CH2:8]1)[CH2:2][CH2:3][CH2:4][CH2:5][CH3:6].N1C=CC=CC=1.[N:27]1[CH:32]=[CH:31][CH:30]=[C:29]([S:33](Cl)(=[O:35])=[O:34])[CH:28]=1. The catalyst is ClCCl. The product is [CH2:1]([N:7]1[CH2:12][CH:11]2[CH:9]([C:10]2([C:14]2[CH:15]=[C:16]([NH:20][S:33]([C:29]3[CH:28]=[N:27][CH:32]=[CH:31][CH:30]=3)(=[O:35])=[O:34])[CH:17]=[CH:18][CH:19]=2)[CH3:13])[CH2:8]1)[CH2:2][CH2:3][CH2:4][CH2:5][CH3:6]. The yield is 0.600. (3) The reactants are [CH2:1]([C@:4]1([C:20]2[CH:25]=[CH:24][C:23]([F:26])=[CH:22][CH:21]=2)[CH2:9][CH2:8][N:7]([C@H:10]([C:12]2[CH:17]=[CH:16][C:15](Br)=[CH:14][CH:13]=2)[CH3:11])[C:6](=[O:19])[CH2:5]1)[CH:2]=[CH2:3].[CH3:27][C:28]1([CH3:44])[C:32]([CH3:34])([CH3:33])[O:31][B:30]([B:30]2[O:31][C:32]([CH3:34])([CH3:33])[C:28]([CH3:44])([CH3:27])[O:29]2)[O:29]1.CC([O-])=O.[K+]. The catalyst is CS(C)=O.CCOC(C)=O. The product is [CH2:1]([C@:4]1([C:20]2[CH:25]=[CH:24][C:23]([F:26])=[CH:22][CH:21]=2)[CH2:9][CH2:8][N:7]([C@H:10]([C:12]2[CH:17]=[CH:16][C:15]([B:30]3[O:31][C:32]([CH3:34])([CH3:33])[C:28]([CH3:44])([CH3:27])[O:29]3)=[CH:14][CH:13]=2)[CH3:11])[C:6](=[O:19])[CH2:5]1)[CH:2]=[CH2:3]. The yield is 0.630. (4) The reactants are [CH3:1][O:2][C:3]([C:5]1[S:6][C:7]([C:27]2[CH2:36][CH2:35][C:30]3([O:34][CH2:33][CH2:32][O:31]3)[CH2:29][CH:28]=2)=[CH:8][C:9]=1[N:10]([C@H:20]1[CH2:25][CH2:24][C@H:23]([OH:26])[CH2:22][CH2:21]1)[C:11]([C@H:13]1[CH2:18][CH2:17][C@H:16]([CH3:19])[CH2:15][CH2:14]1)=[O:12])=[O:4]. The catalyst is CO. The product is [CH3:1][O:2][C:3]([C:5]1[S:6][C:7]([CH:27]2[CH2:36][CH2:35][C:30]3([O:34][CH2:33][CH2:32][O:31]3)[CH2:29][CH2:28]2)=[CH:8][C:9]=1[N:10]([C@H:20]1[CH2:21][CH2:22][C@H:23]([OH:26])[CH2:24][CH2:25]1)[C:11]([C@H:13]1[CH2:14][CH2:15][C@H:16]([CH3:19])[CH2:17][CH2:18]1)=[O:12])=[O:4]. The yield is 0.950.